This data is from Forward reaction prediction with 1.9M reactions from USPTO patents (1976-2016). The task is: Predict the product of the given reaction. (1) Given the reactants [N-:1]=[N+]=[N-].[Na+].[O:5]1[C:9]2([CH2:14][CH2:13][CH:12]([N:15]3[CH:19]=[C:18]([C:20]4[CH:21]=[C:22]([NH:27][C:28]5[N:33]=[C:32]([C:34]([F:37])([F:36])[F:35])[CH:31]=[CH:30][N:29]=5)[CH:23]=[C:24]([CH3:26])[CH:25]=4)[CH:17]=[N:16]3)[CH2:11][CH2:10]2)OCC1.CS(O)(=O)=O.[OH-].[Na+], predict the reaction product. The product is: [CH3:26][C:24]1[CH:25]=[C:20]([C:18]2[CH:17]=[N:16][N:15]([CH:12]3[CH2:11][CH2:10][NH:1][C:9](=[O:5])[CH2:14][CH2:13]3)[CH:19]=2)[CH:21]=[C:22]([NH:27][C:28]2[N:33]=[C:32]([C:34]([F:35])([F:36])[F:37])[CH:31]=[CH:30][N:29]=2)[CH:23]=1. (2) Given the reactants Cl[C:2]1[C:7]([C:8]#[N:9])=[C:6]([NH:10][C@H:11]([C:13]2[N:18]=[C:17]3[CH:19]=[CH:20][N:21]([CH3:22])[C:16]3=[CH:15][C:14]=2[C:23]2[N:27]([CH3:28])[N:26]=[CH:25][CH:24]=2)[CH3:12])[N:5]=[C:4]([S:29][CH3:30])[N:3]=1.[OH-].[NH4+:32], predict the reaction product. The product is: [NH2:32][C:2]1[C:7]([C:8]#[N:9])=[C:6]([NH:10][C@H:11]([C:13]2[N:18]=[C:17]3[CH:19]=[CH:20][N:21]([CH3:22])[C:16]3=[CH:15][C:14]=2[C:23]2[N:27]([CH3:28])[N:26]=[CH:25][CH:24]=2)[CH3:12])[N:5]=[C:4]([S:29][CH3:30])[N:3]=1. (3) Given the reactants N(C([O-])=O)=NC([O-])=O.[CH2:9]([O:16][C:17]([NH:19][C:20]1[C:25]([C:26]([O:28][C:29]([CH3:32])([CH3:31])[CH3:30])=[O:27])=[C:24]([OH:33])[C:23]([Br:34])=[CH:22][CH:21]=1)=[O:18])[C:10]1[CH:15]=[CH:14][CH:13]=[CH:12][CH:11]=1.O[CH2:36][C@H:37]1[CH2:40][CH2:39][N:38]1[C:41]([O:43][C:44]([CH3:47])([CH3:46])[CH3:45])=[O:42].C1(P(C2C=CC=CC=2)C2C=CC=CC=2)C=CC=CC=1, predict the reaction product. The product is: [CH2:9]([O:16][C:17]([NH:19][C:20]1[C:25]([C:26]([O:28][C:29]([CH3:30])([CH3:31])[CH3:32])=[O:27])=[C:24]([C:23]([Br:34])=[CH:22][CH:21]=1)[O:33][CH2:36][C@H:37]1[CH2:40][CH2:39][N:38]1[C:41]([O:43][C:44]([CH3:45])([CH3:47])[CH3:46])=[O:42])=[O:18])[C:10]1[CH:11]=[CH:12][CH:13]=[CH:14][CH:15]=1. (4) Given the reactants C1COCC1.[CH2:6]([N:8]([CH2:21][CH3:22])[C:9](=O)[C:10]1[CH:15]=[CH:14][C:13]([F:16])=[C:12]([N+:17]([O-:19])=[O:18])[CH:11]=1)[CH3:7].B.C1COCC1, predict the reaction product. The product is: [CH2:21]([N:8]([CH2:6][CH3:7])[CH2:9][C:10]1[CH:15]=[CH:14][C:13]([F:16])=[C:12]([N+:17]([O-:19])=[O:18])[CH:11]=1)[CH3:22]. (5) Given the reactants S(OC)(O[CH3:5])(=O)=O.[C:8]1([C:14]2([CH2:27][O:28][CH2:29][C:30]3[CH:31]=[C:32]([C:39]([F:42])([F:41])[F:40])[CH:33]=[C:34]4[C:38]=3[NH:37][CH:36]=[CH:35]4)[CH2:19][CH2:18][N:17]([C:20]([O:22][C:23]([CH3:26])([CH3:25])[CH3:24])=[O:21])[CH2:16][CH2:15]2)[CH:13]=[CH:12][CH:11]=[CH:10][CH:9]=1.CC(C)([O-])C.[K+], predict the reaction product. The product is: [CH3:5][N:37]1[C:38]2[C:34](=[CH:33][C:32]([C:39]([F:41])([F:42])[F:40])=[CH:31][C:30]=2[CH2:29][O:28][CH2:27][C:14]2([C:8]3[CH:13]=[CH:12][CH:11]=[CH:10][CH:9]=3)[CH2:15][CH2:16][N:17]([C:20]([O:22][C:23]([CH3:25])([CH3:26])[CH3:24])=[O:21])[CH2:18][CH2:19]2)[CH:35]=[CH:36]1.